Dataset: Full USPTO retrosynthesis dataset with 1.9M reactions from patents (1976-2016). Task: Predict the reactants needed to synthesize the given product. (1) Given the product [CH2:47]([N:49]([CH2:50][C:51]([NH:53][CH2:54][CH2:55][OH:56])=[O:52])[C:25]([C:10]1[CH:11]=[C:12]2[C:7](=[CH:8][CH:9]=1)[N:6]([S:3]([CH2:1][CH3:2])(=[O:4])=[O:5])[C:18]1[CH2:17][CH2:16][C@@H:15]([CH:19]3[CH2:24][CH2:23][O:22][CH2:21][CH2:20]3)[CH2:14][C:13]2=1)=[O:26])[CH3:48], predict the reactants needed to synthesize it. The reactants are: [CH2:1]([S:3]([N:6]1[C:18]2[CH2:17][CH2:16][C@@H:15]([CH:19]3[CH2:24][CH2:23][O:22][CH2:21][CH2:20]3)[CH2:14][C:13]=2[C:12]2[C:7]1=[CH:8][CH:9]=[C:10]([C:25](OC)=[O:26])[CH:11]=2)(=[O:5])=[O:4])[CH3:2].[OH-].[Li+].C(N(CC)C(C)C)(C)C.FC(F)(F)C([O-])=O.[CH2:47]([NH2+:49][CH2:50][C:51]([NH:53][CH2:54][CH2:55][OH:56])=[O:52])[CH3:48].CN(C(ON1N=NC2C=CC=NC1=2)=[N+](C)C)C.F[P-](F)(F)(F)(F)F. (2) Given the product [F:15][CH2:14][CH2:13][N:1]1[C:9]2[C:4](=[CH:5][CH:6]=[CH:7][CH:8]=2)[C:3](=[O:10])[C:2]1=[O:11], predict the reactants needed to synthesize it. The reactants are: [NH:1]1[C:9]2[C:4](=[CH:5][CH:6]=[CH:7][CH:8]=2)[C:3](=[O:10])[C:2]1=[O:11].I[CH2:13][CH2:14][F:15].C(=O)([O-])[O-].[K+].[K+]. (3) Given the product [OH:1][C:2]1[CH:3]=[C:4]([CH:20]=[C:21]([O:23][C@@H:24]([CH3:28])[CH2:25][O:26][CH3:27])[CH:22]=1)[C:5]([NH:7][C:8]1[CH:12]=[C:11]([CH3:30])[N:10]([C:13]([O:15][C:16]([CH3:19])([CH3:18])[CH3:17])=[O:14])[N:9]=1)=[O:6], predict the reactants needed to synthesize it. The reactants are: [OH:1][C:2]1[CH:3]=[C:4]([CH:20]=[C:21]([O:23][C@@H:24]([CH3:28])[CH2:25][O:26][CH3:27])[CH:22]=1)[C:5]([NH:7][C:8]1[CH:12]=[CH:11][N:10]([C:13]([O:15][C:16]([CH3:19])([CH3:18])[CH3:17])=[O:14])[N:9]=1)=[O:6].N[C:30]1C=C(C)N(C(OC(C)(C)C)=O)N=1. (4) Given the product [CH3:34][O:33][C:31](=[O:32])[C@H:27]([CH:28]([CH3:30])[CH3:29])[NH:26][C:16]([C:13]1[CH:12]=[CH:11][C:10]([C:7]2[CH:6]=[CH:5][C:4]([N+:1]([O-:3])=[O:2])=[CH:9][CH:8]=2)=[CH:15][CH:14]=1)=[O:18], predict the reactants needed to synthesize it. The reactants are: [N+:1]([C:4]1[CH:9]=[CH:8][C:7]([C:10]2[CH:15]=[CH:14][C:13]([C:16]([OH:18])=O)=[CH:12][CH:11]=2)=[CH:6][CH:5]=1)([O-:3])=[O:2].C(Cl)(=O)C(Cl)=O.Cl.[NH2:26][C@H:27]([C:31]([O:33][CH3:34])=[O:32])[CH:28]([CH3:30])[CH3:29].C(N(CC)CC)C.